Dataset: Peptide-MHC class I binding affinity with 185,985 pairs from IEDB/IMGT. Task: Regression. Given a peptide amino acid sequence and an MHC pseudo amino acid sequence, predict their binding affinity value. This is MHC class I binding data. (1) The peptide sequence is LMIFISSFL. The MHC is HLA-A02:01 with pseudo-sequence HLA-A02:01. The binding affinity (normalized) is 1.00. (2) The peptide sequence is GDYSEVAL. The MHC is H-2-Kk with pseudo-sequence H-2-Kk. The binding affinity (normalized) is 0.0953. (3) The peptide sequence is STRFYNNM. The binding affinity (normalized) is 0.393. The MHC is H-2-Kb with pseudo-sequence H-2-Kb. (4) The MHC is HLA-A29:02 with pseudo-sequence HLA-A29:02. The peptide sequence is DIKLIDIAL. The binding affinity (normalized) is 0.0847. (5) The peptide sequence is TPQDLNTML. The MHC is HLA-A68:01 with pseudo-sequence HLA-A68:01. The binding affinity (normalized) is 0. (6) The peptide sequence is TVAPPAPVY. The MHC is HLA-A02:16 with pseudo-sequence HLA-A02:16. The binding affinity (normalized) is 0.0847. (7) The peptide sequence is YQAVVPLVY. The MHC is HLA-A33:01 with pseudo-sequence HLA-A33:01. The binding affinity (normalized) is 0. (8) The peptide sequence is KEKGPIFRD. The MHC is HLA-A11:01 with pseudo-sequence HLA-A11:01. The binding affinity (normalized) is 0.0847.